This data is from Forward reaction prediction with 1.9M reactions from USPTO patents (1976-2016). The task is: Predict the product of the given reaction. (1) Given the reactants Br[C:2]1[S:3][CH:4]=[C:5]([C:7]([NH:9][C:10]2[CH:11]=[N:12][N:13]([CH3:32])[C:14]=2[C@H:15]2[O:21][CH2:20][C@@H:19]([O:22][CH3:23])[C@H:18]([NH:24]C(=O)OC(C)(C)C)[CH2:17][CH2:16]2)=[O:8])[N:6]=1.[CH3:33][C:34]1[C:35](B(O)O)=[N:36][CH:37]=[CH:38][CH:39]=1, predict the reaction product. The product is: [NH2:24][C@H:18]1[C@H:19]([O:22][CH3:23])[CH2:20][O:21][C@H:15]([C:14]2[N:13]([CH3:32])[N:12]=[CH:11][C:10]=2[NH:9][C:7]([C:5]2[N:6]=[C:2]([C:35]3[C:34]([CH3:33])=[CH:39][CH:38]=[CH:37][N:36]=3)[S:3][CH:4]=2)=[O:8])[CH2:16][CH2:17]1. (2) Given the reactants [F:1][C:2]1[CH:7]=[CH:6][C:5]([CH:8]2[CH2:13][CH2:12][N:11]([C:14]3[C:19]([C:20]#[N:21])=[C:18]([O:22][CH2:23][C:24]([F:27])([F:26])[F:25])[N:17]=[C:16](SC)[N:15]=3)[CH2:10][CH2:9]2)=[CH:4][CH:3]=1.ClC1C=CC=C(C(OO)=O)C=1.FC1C=CC(C2CCN(C3C(C#N)=C(OCC(F)(F)F)N=C(S(C)(=O)=O)N=3)CC2)=CC=1.[CH2:72]([CH2:74][NH2:75])[OH:73], predict the reaction product. The product is: [F:1][C:2]1[CH:7]=[CH:6][C:5]([CH:8]2[CH2:13][CH2:12][N:11]([C:14]3[C:19]([C:20]#[N:21])=[C:18]([O:22][CH2:23][C:24]([F:27])([F:26])[F:25])[N:17]=[C:16]([NH:75][CH2:74][CH2:72][OH:73])[N:15]=3)[CH2:10][CH2:9]2)=[CH:4][CH:3]=1. (3) Given the reactants [Br:1][C:2]1[C:7]([F:8])=[CH:6][C:5]([F:9])=[CH:4][C:3]=1[CH2:10][CH2:11][C:12]([O:14]C)=[O:13].O, predict the reaction product. The product is: [Br:1][C:2]1[C:7]([F:8])=[CH:6][C:5]([F:9])=[CH:4][C:3]=1[CH2:10][CH2:11][C:12]([OH:14])=[O:13].